Dataset: Reaction yield outcomes from USPTO patents with 853,638 reactions. Task: Predict the reaction yield, written as a fraction of the theoretical maximum amount of product (1.0 means a 100% yield; for example, 0.34 means a 34% yield). (1) The reactants are [NH:1]1[CH2:6][CH2:5][CH2:4][C@@H:3]([NH:7]C(=O)OC(C)(C)C)[CH2:2]1.Br[C:16]1[C:17](=[O:24])[N:18]([CH3:23])[CH:19]=[C:20](Br)[N:21]=1.Cl[C:26]1[N:31]=[CH:30][C:29]2[CH:32]=[N:33][NH:34][C:28]=2[CH:27]=1.[CH3:35][N:36]1[CH:40]=[C:39](B2OC(C)(C)C(C)(C)O2)[CH:38]=[N:37]1. No catalyst specified. The product is [NH2:7][C@@H:3]1[CH2:4][CH2:5][CH2:6][N:1]([C:16]2[C:17](=[O:24])[N:18]([CH3:23])[CH:19]=[C:20]([N:34]3[C:28]4[CH:27]=[C:26]([C:39]5[CH:38]=[N:37][N:36]([CH3:35])[CH:40]=5)[N:31]=[CH:30][C:29]=4[CH:32]=[N:33]3)[N:21]=2)[CH2:2]1. The yield is 0.179. (2) The reactants are Cl[C:2]1[N:12]=[C:11]2[C:5]([NH:6][C:7](=[O:20])[C:8]([CH3:19])([CH3:18])[CH2:9][N:10]2[CH:13]2[CH2:17][CH2:16][CH2:15][CH2:14]2)=[CH:4][N:3]=1.[NH2:21][C:22]1[C:38]([F:39])=[CH:37][C:25]([C:26]([NH:28][CH:29]2[CH2:34][CH2:33][N:32]([CH2:35][CH3:36])[CH2:31][CH2:30]2)=[O:27])=[C:24]([F:40])[CH:23]=1.[C:41](=O)([O-])[O-].[Cs+].[Cs+].CC1(C)C2C(=C(P(C3C=CC=CC=3)C3C=CC=CC=3)C=CC=2)OC2C(P(C3C=CC=CC=3)C3C=CC=CC=3)=CC=CC1=2. The catalyst is [Pd+2].C(=CC(C=CC1C=CC=CC=1)=O)C1C=CC=CC=1.C(=CC(C=CC1C=CC=CC=1)=O)C1C=CC=CC=1.C(=CC(C=CC1C=CC=CC=1)=O)C1C=CC=CC=1.O1CCOCC1. The product is [CH:13]1([N:10]2[CH2:9][C:8]([CH3:19])([CH3:18])[C:7](=[O:20])[N:6]([CH3:41])[C:5]3[C:11]2=[N:12][C:2]([NH:21][C:22]2[C:38]([F:39])=[CH:37][C:25]([C:26]([NH:28][CH:29]4[CH2:34][CH2:33][N:32]([CH2:35][CH3:36])[CH2:31][CH2:30]4)=[O:27])=[C:24]([F:40])[CH:23]=2)=[N:3][CH:4]=3)[CH2:17][CH2:16][CH2:15][CH2:14]1. The yield is 0.540. (3) The reactants are [CH3:1][Mg]Br.[Cl:4][C:5]1[CH:10]=[CH:9][C:8]([C:11]2[O:15][N:14]=[C:13](/[CH:16]=[N:17]/[S@@:18]([C:20]([CH3:23])([CH3:22])[CH3:21])=[O:19])[CH:12]=2)=[CH:7][CH:6]=1. The catalyst is C(Cl)Cl. The product is [Cl:4][C:5]1[CH:10]=[CH:9][C:8]([C:11]2[O:15][N:14]=[C:13]([C@@H:16]([NH:17][S@@:18]([C:20]([CH3:23])([CH3:22])[CH3:21])=[O:19])[CH3:1])[CH:12]=2)=[CH:7][CH:6]=1. The yield is 0.320. (4) The reactants are [CH3:1][N:2]1[CH2:6][CH2:5][CH2:4][C@@H:3]1[CH2:7][C:8]1[C:16]2[C:11](=[CH:12][CH:13]=[C:14]([CH2:17][CH2:18][S:19]([C:22]3[CH:27]=[CH:26][CH:25]=[CH:24][CH:23]=3)(=[O:21])=[O:20])[CH:15]=2)[NH:10][CH:9]=1.[BrH:28]. The catalyst is CC(C)=O. The product is [BrH:28].[CH3:1][N:2]1[CH2:6][CH2:5][CH2:4][C@@H:3]1[CH2:7][C:8]1[C:16]2[C:11](=[CH:12][CH:13]=[C:14]([CH2:17][CH2:18][S:19]([C:22]3[CH:27]=[CH:26][CH:25]=[CH:24][CH:23]=3)(=[O:20])=[O:21])[CH:15]=2)[NH:10][CH:9]=1. The yield is 0.730. (5) The reactants are C([Li])CCC.[C:6]([NH:10][C:11](=[O:13])[OH:12])([CH3:9])([CH3:8])[CH3:7].Cl[CH2:15][CH2:16][CH2:17][S:18]([NH2:21])(=[O:20])=[O:19]. The catalyst is C1COCC1. The product is [C:6]([NH:10][C:11](=[O:12])[OH:13])([CH3:9])([CH3:8])[CH3:7].[CH:17]1([S:18]([NH2:21])(=[O:20])=[O:19])[CH2:15][CH2:16]1. The yield is 1.00. (6) The reactants are [CH3:1][O:2][C:3](=[O:18])[C:4]1[CH:9]=[C:8]([N+:10]([O-:12])=[O:11])[C:7]([C:13]([F:16])([F:15])[F:14])=[CH:6][C:5]=1[NH2:17].[C:19](Cl)(Cl)=[O:20]. The catalyst is C1(C)C=CC=CC=1. The product is [CH3:1][O:2][C:3](=[O:18])[C:4]1[CH:9]=[C:8]([N+:10]([O-:12])=[O:11])[C:7]([C:13]([F:16])([F:15])[F:14])=[CH:6][C:5]=1[N:17]=[C:19]=[O:20]. The yield is 1.00. (7) The product is [Cl:1][C:2]1[CH:29]=[CH:28][C:5]([CH2:6][NH:7][C:8](=[O:27])[CH2:9][C@@H:10]2[CH2:21][C@H:44]([OH:34])[C@@H:45]([OH:48])[CH2:47][CH2:17][C:16](=[O:22])[O:15][CH2:14][C@@H:13]3[CH2:23][CH2:24][CH2:25][N:12]3[C:11]2=[O:26])=[CH:4][CH:3]=1. The catalyst is [Os](=O)(=O)(=O)=O. The reactants are [Cl:1][C:2]1[CH:29]=[CH:28][C:5]([CH2:6][NH:7][C:8](=[O:27])[CH2:9][C@@H:10]2[CH2:21]C=CC[CH2:17][C:16](=[O:22])[O:15][CH2:14][C@@H:13]3[CH2:23][CH2:24][CH2:25][N:12]3[C:11]2=[O:26])=[CH:4][CH:3]=1.C[N+]1([O-])CC[O:34]CC1.S([O-])([O-])=O.[Na+].[Na+].[CH3:44][C:45]([OH:48])([CH3:47])C.C1COCC1.O. The yield is 0.490. (8) The reactants are CC1C(CN2C=C(C(N=[N+]=[N-])=O)C=N2)=C(C)ON=1.[N:19]([C:22]1[CH:23]=[N:24][N:25]([CH2:27][C:28]2[C:29]([CH3:34])=[N:30][O:31][C:32]=2[CH3:33])[CH:26]=1)=[C:20]=[O:21].Cl.[NH2:36][C:37]([CH3:44])([CH3:43])[C:38](OCC)=[O:39]. The catalyst is C1(C)C=CC=CC=1. The product is [CH3:34][C:29]1[C:28]([CH2:27][N:25]2[CH:26]=[C:22]([N:19]3[C:38](=[O:39])[C:37]([CH3:44])([CH3:43])[NH:36][C:20]3=[O:21])[CH:23]=[N:24]2)=[C:32]([CH3:33])[O:31][N:30]=1. The yield is 0.650. (9) The reactants are [F:1][C:2]1[CH:10]=[C:9]2[C:5]([C:6]([CH:11]=O)=[CH:7][NH:8]2)=[CH:4][CH:3]=1.[N+:13]([CH2:16][CH3:17])([O-:15])=[O:14].C([O-])(=O)C.[NH4+]. The catalyst is CCOC(C)=O. The product is [F:1][C:2]1[CH:10]=[C:9]2[C:5]([C:6]([CH:11]=[C:16]([N+:13]([O-:15])=[O:14])[CH3:17])=[CH:7][NH:8]2)=[CH:4][CH:3]=1. The yield is 0.860.